Dataset: Catalyst prediction with 721,799 reactions and 888 catalyst types from USPTO. Task: Predict which catalyst facilitates the given reaction. (1) Reactant: [OH:1][CH2:2][C@H:3]([CH3:32])[CH2:4][O:5][C:6]1[CH:7]=[C:8]2[C:13](=[CH:14][CH:15]=1)[N:12]=[C:11]([C:16]1[CH:21]=[CH:20][CH:19]=[C:18]([O:22][CH3:23])[CH:17]=1)[N:10]([CH2:24][C:25]([NH:27][CH:28]([CH3:30])[CH3:29])=[O:26])[C:9]2=[O:31].[CH3:33][S:34](Cl)(=[O:36])=[O:35].C(N(CC)CC)C. Product: [CH:28]([NH:27][C:25]([CH2:24][N:10]1[C:9](=[O:31])[C:8]2[C:13](=[CH:14][CH:15]=[C:6]([O:5][CH2:4][C@@H:3]([CH3:32])[CH2:2][O:1][S:34]([CH3:33])(=[O:36])=[O:35])[CH:7]=2)[N:12]=[C:11]1[C:16]1[CH:21]=[CH:20][CH:19]=[C:18]([O:22][CH3:23])[CH:17]=1)=[O:26])([CH3:29])[CH3:30]. The catalyst class is: 96. (2) Reactant: [CH2:1]([O:8][CH:9]1[CH2:14][C:13]([F:16])([F:15])[CH2:12][CH2:11][C:10]1=O)[C:2]1[CH:7]=[CH:6][CH:5]=[CH:4][CH:3]=1.[C:18]1([C@@H:24]([NH2:26])[CH3:25])[CH:23]=[CH:22][CH:21]=[CH:20][CH:19]=1.C(O)(=O)C.C(O[BH-](OC(=O)C)OC(=O)C)(=O)C.[Na+]. The catalyst class is: 26. Product: [CH2:1]([O:8][CH:9]1[CH2:14][C:13]([F:16])([F:15])[CH2:12][CH2:11][CH:10]1[NH:26][C@H:24]([C:18]1[CH:23]=[CH:22][CH:21]=[CH:20][CH:19]=1)[CH3:25])[C:2]1[CH:7]=[CH:6][CH:5]=[CH:4][CH:3]=1. (3) Reactant: C(N(CC)CC)C.[C:8]([Cl:11])(=[O:10])[CH3:9].[C:12]1([NH:18][C:19]2[CH:24]=[CH:23][CH:22]=[C:21]([C:25]3[C:34]4[C:29](=[CH:30][C:31]([O:40][CH3:41])=[C:32]5[O:37][C:36]([CH3:39])([CH3:38])[CH2:35][C:33]5=4)[CH2:28][C:27]([CH3:43])([CH3:42])[N:26]=3)[CH:20]=2)[CH:17]=[CH:16][CH:15]=[CH:14][CH:13]=1. Product: [ClH:11].[C:12]1([N:18]([C:19]2[CH:24]=[CH:23][CH:22]=[C:21]([C:25]3[C:34]4[C:29](=[CH:30][C:31]([O:40][CH3:41])=[C:32]5[O:37][C:36]([CH3:38])([CH3:39])[CH2:35][C:33]5=4)[CH2:28][C:27]([CH3:43])([CH3:42])[N:26]=3)[CH:20]=2)[C:8](=[O:10])[CH3:9])[CH:17]=[CH:16][CH:15]=[CH:14][CH:13]=1. The catalyst class is: 9. (4) Reactant: [Br:1][C:2]1[CH:3]=[CH:4][C:5]([O:20][CH2:21][C:22]2[CH:27]=[CH:26][C:25]([Cl:28])=[CH:24][CH:23]=2)=[C:6]([CH2:8][N:9]2[CH2:14][CH2:13][CH:12]([C:15]([O:17]CC)=[O:16])[CH2:11][CH2:10]2)[CH:7]=1.O[Li].O.Cl. Product: [Br:1][C:2]1[CH:3]=[CH:4][C:5]([O:20][CH2:21][C:22]2[CH:27]=[CH:26][C:25]([Cl:28])=[CH:24][CH:23]=2)=[C:6]([CH2:8][N:9]2[CH2:14][CH2:13][CH:12]([C:15]([OH:17])=[O:16])[CH2:11][CH2:10]2)[CH:7]=1. The catalyst class is: 20.